Dataset: NCI-60 drug combinations with 297,098 pairs across 59 cell lines. Task: Regression. Given two drug SMILES strings and cell line genomic features, predict the synergy score measuring deviation from expected non-interaction effect. Drug 1: C#CCC(CC1=CN=C2C(=N1)C(=NC(=N2)N)N)C3=CC=C(C=C3)C(=O)NC(CCC(=O)O)C(=O)O. Drug 2: CN(CCCl)CCCl.Cl. Cell line: SF-268. Synergy scores: CSS=4.96, Synergy_ZIP=-4.26, Synergy_Bliss=-2.59, Synergy_Loewe=-4.11, Synergy_HSA=-4.48.